This data is from Full USPTO retrosynthesis dataset with 1.9M reactions from patents (1976-2016). The task is: Predict the reactants needed to synthesize the given product. (1) Given the product [CH3:1][C:2]1[C:7]([O:8][CH3:9])=[C:6]([CH3:10])[C:5]([CH2:11][S@@:12]([C:13]2[N-:14][C:15]3[CH:16]=[CH:17][C:18]([O:22][CH3:23])=[CH:19][C:20]=3[N:21]=2)=[O:24])=[N:4][CH:3]=1.[CH3:25][C:26]1[C:31]([O:32][CH3:33])=[C:30]([CH3:34])[C:29]([CH2:35][S@@:36]([C:37]2[N-:38][C:39]3[CH:40]=[CH:41][C:42]([O:46][CH3:47])=[CH:43][C:44]=3[N:45]=2)=[O:48])=[N:28][CH:27]=1.[Mg+2:49], predict the reactants needed to synthesize it. The reactants are: [CH3:1][C:2]1[CH:3]=[N:4][C:5]([CH2:11][S+:12]([O-:24])[C:13]2[N-:14][C:15]3[CH:16]=[CH:17][C:18]([O:22][CH3:23])=[CH:19][C:20]=3[N:21]=2)=[C:6]([CH3:10])[C:7]=1[O:8][CH3:9].[CH3:25][C:26]1[CH:27]=[N:28][C:29]([CH2:35][S+:36]([O-:48])[C:37]2[N-:38][C:39]3[CH:40]=[CH:41][C:42]([O:46][CH3:47])=[CH:43][C:44]=3[N:45]=2)=[C:30]([CH3:34])[C:31]=1[O:32][CH3:33].[Mg+2:49]. (2) The reactants are: [CH2:1]([O:8][C:9]1[CH:14]=[C:13]([O:15][CH2:16][C:17]2[CH:22]=[CH:21][CH:20]=[CH:19][CH:18]=2)[C:12]([CH:23]([CH3:25])[CH3:24])=[CH:11][C:10]=1[C:26]1[O:30][N:29]=[C:28]([C:31]([NH:33][CH2:34][CH3:35])=[O:32])[C:27]=1I)[C:2]1[CH:7]=[CH:6][CH:5]=[CH:4][CH:3]=1.C([Sn](CCCC)(CCCC)[C:42]1[O:46][N:45]=[C:44]([C:47]([O:49][CH2:50][CH3:51])=[O:48])[CH:43]=1)CCC. Given the product [CH2:1]([O:8][C:9]1[CH:14]=[C:13]([O:15][CH2:16][C:17]2[CH:22]=[CH:21][CH:20]=[CH:19][CH:18]=2)[C:12]([CH:23]([CH3:25])[CH3:24])=[CH:11][C:10]=1[C:26]1[O:30][N:29]=[C:28]([C:31](=[O:32])[NH:33][CH2:34][CH3:35])[C:27]=1[C:42]1[O:46][N:45]=[C:44]([C:47]([O:49][CH2:50][CH3:51])=[O:48])[CH:43]=1)[C:2]1[CH:7]=[CH:6][CH:5]=[CH:4][CH:3]=1, predict the reactants needed to synthesize it. (3) Given the product [CH2:29]([C:25]([CH2:24][C:8]1[N:7]([CH2:6][C:5]2[CH:4]=[CH:3][C:2]([C:41]3[CH:42]=[CH:43][C:38]([C:37]([F:48])([F:47])[F:36])=[CH:39][CH:40]=3)=[CH:34][CH:33]=2)[C:11]2[CH:12]=[C:13]([O:16][CH2:17][C:18]3[CH:22]=[CH:21][N:20]([CH3:23])[N:19]=3)[CH:14]=[CH:15][C:10]=2[N:9]=1)([CH2:31][CH3:32])[C:26]([OH:28])=[O:27])[CH3:30], predict the reactants needed to synthesize it. The reactants are: Br[C:2]1[CH:34]=[CH:33][C:5]([CH2:6][N:7]2[C:11]3[CH:12]=[C:13]([O:16][CH2:17][C:18]4[CH:22]=[CH:21][N:20]([CH3:23])[N:19]=4)[CH:14]=[CH:15][C:10]=3[N:9]=[C:8]2[CH2:24][C:25]([CH2:31][CH3:32])([CH2:29][CH3:30])[C:26]([OH:28])=[O:27])=[C:4](F)[CH:3]=1.[F:36][C:37]([F:48])([F:47])[C:38]1[CH:43]=[CH:42][C:41](B(O)O)=[CH:40][CH:39]=1.FC(F)(F)C1C=CC(B(O)O)=CC=1. (4) Given the product [F:19][C:16]1[CH:17]=[CH:18][C:13]([N:1]2[CH2:6][CH2:5][CH2:4][CH2:3][CH2:2]2)=[C:14]([N+:20]([O-:22])=[O:21])[CH:15]=1, predict the reactants needed to synthesize it. The reactants are: [NH:1]1[CH2:6][CH2:5][CH2:4][CH2:3][CH2:2]1.CN(C)C=O.F[C:13]1[CH:18]=[CH:17][C:16]([F:19])=[CH:15][C:14]=1[N+:20]([O-:22])=[O:21].